Dataset: Full USPTO retrosynthesis dataset with 1.9M reactions from patents (1976-2016). Task: Predict the reactants needed to synthesize the given product. (1) Given the product [NH:27]1[C:35]2[C:30](=[CH:31][CH:32]=[CH:33][CH:34]=2)[C:29](/[CH:36]=[C:7]2\[O:8][C:4]3[C:3]([CH2:12][N:13]4[CH2:19][CH2:18][CH2:17][N:16]([C:20]([O:22][C:23]([CH3:26])([CH3:25])[CH3:24])=[O:21])[CH2:15][CH2:14]4)=[C:2]([OH:1])[CH:11]=[CH:10][C:5]=3[C:6]\2=[O:9])=[CH:28]1, predict the reactants needed to synthesize it. The reactants are: [OH:1][C:2]1[CH:11]=[CH:10][C:5]2[C:6](=[O:9])[CH2:7][O:8][C:4]=2[C:3]=1[CH2:12][N:13]1[CH2:19][CH2:18][CH2:17][N:16]([C:20]([O:22][C:23]([CH3:26])([CH3:25])[CH3:24])=[O:21])[CH2:15][CH2:14]1.[NH:27]1[C:35]2[C:30](=[CH:31][CH:32]=[CH:33][CH:34]=2)[C:29]([CH:36]=O)=[CH:28]1.N1CCCCC1. (2) Given the product [OH:27][C:12]1[CH:11]=[C:10]([C:7]([CH3:9])([CH3:8])[C:6]([O:5][CH2:4][CH2:3][CH2:2][N:36]2[CH2:41][CH2:40][O:39][CH2:38][CH2:37]2)=[O:28])[CH:19]=[C:18]2[C:13]=1[C@@H:14]1[CH2:25][C:24]([CH3:26])=[CH:23][CH2:22][C@H:15]1[C:16]([CH3:21])([CH3:20])[O:17]2, predict the reactants needed to synthesize it. The reactants are: Br[CH2:2][CH2:3][CH2:4][O:5][C:6](=[O:28])[C:7]([C:10]1[CH:19]=[C:18]2[C:13]([C@@H:14]3[CH2:25][C:24]([CH3:26])=[CH:23][CH2:22][C@H:15]3[C:16]([CH3:21])([CH3:20])[O:17]2)=[C:12]([OH:27])[CH:11]=1)([CH3:9])[CH3:8].C(N(CC)CC)C.[NH:36]1[CH2:41][CH2:40][O:39][CH2:38][CH2:37]1. (3) Given the product [OH:18][C@H:20]1[CH2:21][C:22]2[C:27](=[CH:26][CH:25]=[CH:24][CH:23]=2)[C@@H:19]1[O:16][C:7]1[C:8]2[N:9]([C:11]([CH3:15])=[C:12]([CH3:14])[N:13]=2)[CH:10]=[C:5]([C:3]([N:2]([CH3:1])[CH3:17])=[O:4])[CH:6]=1, predict the reactants needed to synthesize it. The reactants are: [CH3:1][N:2]([CH3:17])[C:3]([C:5]1[CH:6]=[C:7]([OH:16])[C:8]2[N:9]([C:11]([CH3:15])=[C:12]([CH3:14])[N:13]=2)[CH:10]=1)=[O:4].[O:18]1[C@H:20]2[CH2:21][C:22]3[C:27]([C@@H:19]12)=[CH:26][CH:25]=[CH:24][CH:23]=3.C(N(CC)CC)C. (4) Given the product [C:1]([C:5]1[NH:6][C:7](=[C:10]([C:25]#[N:26])[C:11]2[CH:16]=[CH:15][N:14]=[C:13]([N:17]([CH3:27])[CH2:18][CH2:19][CH2:20][NH:21][C:22](=[O:24])[CH3:23])[N:12]=2)[S:8][CH:9]=1)([CH3:4])([CH3:2])[CH3:3], predict the reactants needed to synthesize it. The reactants are: [C:1]([C:5]1[NH:6][C:7](=[C:10]([C:25]#[N:26])[C:11]2[CH:16]=[CH:15][N:14]=[C:13]([NH:17][CH2:18][CH2:19][CH2:20][NH:21][C:22](=[O:24])[CH3:23])[N:12]=2)[S:8][CH:9]=1)([CH3:4])([CH3:3])[CH3:2].[CH3:27]C(C)([O-])C.[K+].CI.C(O)(C(F)(F)F)=O. (5) Given the product [C:47]([O:46][C:43]1[CH:42]=[CH:41][C:40]([CH2:39][C@H:35]([NH:34][C:32](=[O:33])[O:31][CH2:30][CH:28]2[C:29]3[CH:17]=[CH:18][CH:19]=[CH:20][C:21]=3[C:22]3[C:27]2=[CH:26][CH:25]=[CH:24][CH:23]=3)[C:36]([N:6]([CH2:5][CH:4]([O:3][CH2:1][CH3:2])[O:14][CH2:15][CH3:16])[CH2:7][C:8]2[CH:13]=[CH:12][N:11]=[CH:10][CH:9]=2)=[O:37])=[CH:45][CH:44]=1)([CH3:50])([CH3:48])[CH3:49], predict the reactants needed to synthesize it. The reactants are: [CH2:1]([O:3][CH:4]([O:14][CH2:15][CH3:16])[CH2:5][NH:6][CH2:7][C:8]1[CH:13]=[CH:12][N:11]=[CH:10][CH:9]=1)[CH3:2].[CH:17]1[C:29]2[CH:28]([CH2:30][O:31][C:32]([NH:34][C@@H:35]([CH2:39][C:40]3[CH:45]=[CH:44][C:43]([O:46][C:47]([CH3:50])([CH3:49])[CH3:48])=[CH:42][CH:41]=3)[C:36](O)=[O:37])=[O:33])[C:27]3[C:22](=[CH:23][CH:24]=[CH:25][CH:26]=3)[C:21]=2[CH:20]=[CH:19][CH:18]=1. (6) Given the product [OH:63][C:60]([C:49]1[N:50]=[C:51]([C@H:53]2[CH2:54][N:55]([C:7]([C:6]3[CH:10]=[CH:11][CH:12]=[CH:13][C:5]=3[C:3]([O:2][CH3:1])=[O:4])=[O:9])[C@H:56]([CH3:59])[CH2:57][CH2:58]2)[O:52][C:48]=1[CH3:47])([CH3:62])[CH3:61], predict the reactants needed to synthesize it. The reactants are: [CH3:1][O:2][C:3]([C:5]1[CH:13]=[CH:12][CH:11]=[CH:10][C:6]=1[C:7]([OH:9])=O)=[O:4].CN(C(ON1N=NC2C=CC=NC1=2)=[N+](C)C)C.F[P-](F)(F)(F)(F)F.CCN(C(C)C)C(C)C.[CH3:47][C:48]1[O:52][C:51]([C@@H:53]2[CH2:58][CH2:57][C@@H:56]([CH3:59])[NH:55][CH2:54]2)=[N:50][C:49]=1[C:60]([OH:63])([CH3:62])[CH3:61]. (7) Given the product [F:38][C:2]([F:1])([F:37])[C:3]1[CH:4]=[C:5]([C@H:13]([O:15][C@@H:16]2[C@@H:23]([C:24]3[CH:29]=[CH:28][C:27]([F:30])=[CH:26][CH:25]=3)[C@H:22]3[N:18]([C:19](=[O:36])[C:20]([CH3:35])([CH:31]=[O:32])[CH2:21]3)[CH2:17]2)[CH3:14])[CH:6]=[C:7]([C:9]([F:11])([F:12])[F:10])[CH:8]=1, predict the reactants needed to synthesize it. The reactants are: [F:1][C:2]([F:38])([F:37])[C:3]1[CH:4]=[C:5]([C@H:13]([O:15][C@@H:16]2[C@@H:23]([C:24]3[CH:29]=[CH:28][C:27]([F:30])=[CH:26][CH:25]=3)[C@H:22]3[N:18]([C:19](=[O:36])[C:20]([CH3:35])([C:31](OC)=[O:32])[CH2:21]3)[CH2:17]2)[CH3:14])[CH:6]=[C:7]([C:9]([F:12])([F:11])[F:10])[CH:8]=1.CC(C[AlH]CC(C)C)C. (8) Given the product [C:1]([NH:4][C@@H:5]1[C@@H:10]([NH2:11])[CH2:9][C:8]([C:40]([NH:51][CH2:52][CH2:53][O:54][CH2:55][CH2:56][NH:57][C:58](=[O:80])[CH2:59][CH2:60]/[CH:61]=[CH:62]\[CH2:63]/[CH:64]=[CH:65]\[CH2:66]/[CH:67]=[CH:68]\[CH2:69]/[CH:70]=[CH:71]\[CH2:72]/[CH:73]=[CH:74]\[CH2:75]/[CH:76]=[CH:77]\[CH2:78][CH3:79])=[O:42])=[CH:7][C@H:6]1[O:45][CH:46]([CH2:47][CH3:48])[CH2:49][CH3:50])(=[O:3])[CH3:2], predict the reactants needed to synthesize it. The reactants are: [C:1]([NH:4][C@@H:5]1[C@@H:10]([NH:11]C(=O)CCNC(=O)CC/C=C\C/C=C\C/C=C\C/C=C\C/C=C\C/C=C\CC)[CH2:9][C:8]([C:40]([O:42]CC)=O)=[CH:7][C@H:6]1[O:45][CH:46]([CH2:49][CH3:50])[CH2:47][CH3:48])(=[O:3])[CH3:2].[NH2:51][CH2:52][CH2:53][O:54][CH2:55][CH2:56][NH:57][C:58](=[O:80])[CH2:59][CH2:60]/[CH:61]=[CH:62]\[CH2:63]/[CH:64]=[CH:65]\[CH2:66]/[CH:67]=[CH:68]\[CH2:69]/[CH:70]=[CH:71]\[CH2:72]/[CH:73]=[CH:74]\[CH2:75]/[CH:76]=[CH:77]\[CH2:78][CH3:79]. (9) Given the product [ClH:8].[ClH:55].[Cl:8][C:9]1[CH:10]=[C:11]([CH:22]=[CH:23][C:24]=1[Cl:25])[O:12][CH:13]1[CH2:14][CH2:15][N:16]([CH2:19][CH2:20][NH:21][CH2:45][C:44]2[CH:47]=[CH:48][CH:49]=[C:42]([O:41][CH3:40])[CH:43]=2)[CH2:17][CH2:18]1, predict the reactants needed to synthesize it. The reactants are: FC(F)(F)C(O)=O.[Cl:8][C:9]1[CH:10]=[C:11]([CH:22]=[CH:23][C:24]=1[Cl:25])[O:12][CH:13]1[CH2:18][CH2:17][N:16]([CH2:19][CH2:20][NH2:21])[CH2:15][CH2:14]1.C(O[BH-](OC(=O)C)OC(=O)C)(=O)C.[Na+].[CH3:40][O:41][C:42]1[CH:43]=[C:44]([CH:47]=[CH:48][CH:49]=1)[CH:45]=O.C([O-])(O)=O.[Na+].[ClH:55].